Dataset: NCI-60 drug combinations with 297,098 pairs across 59 cell lines. Task: Regression. Given two drug SMILES strings and cell line genomic features, predict the synergy score measuring deviation from expected non-interaction effect. (1) Drug 1: C1=NC2=C(N=C(N=C2N1C3C(C(C(O3)CO)O)O)F)N. Drug 2: C1=CC=C(C(=C1)C(C2=CC=C(C=C2)Cl)C(Cl)Cl)Cl. Cell line: SW-620. Synergy scores: CSS=3.59, Synergy_ZIP=-0.681, Synergy_Bliss=0.780, Synergy_Loewe=-2.55, Synergy_HSA=-0.958. (2) Drug 1: CN1CCC(CC1)COC2=C(C=C3C(=C2)N=CN=C3NC4=C(C=C(C=C4)Br)F)OC. Drug 2: CN(C)N=NC1=C(NC=N1)C(=O)N. Cell line: NCI/ADR-RES. Synergy scores: CSS=2.54, Synergy_ZIP=-1.71, Synergy_Bliss=-2.19, Synergy_Loewe=-5.15, Synergy_HSA=-3.27.